This data is from HIV replication inhibition screening data with 41,000+ compounds from the AIDS Antiviral Screen. The task is: Binary Classification. Given a drug SMILES string, predict its activity (active/inactive) in a high-throughput screening assay against a specified biological target. (1) The drug is CCOc1ccc(C=NNC(=O)C(=O)NN=Cc2ccc(OCC)c(OCC)c2)cc1OCC. The result is 0 (inactive). (2) The compound is Cc1ccccc1-n1c(SCC(=O)NC(=O)Nc2cccc(Cl)c2)nc2c(Br)cc(Br)cc2c1=O. The result is 0 (inactive). (3) The drug is CC(C)C=Nn1c(N)c(C#N)c(C#N)c1C(C)C. The result is 0 (inactive). (4) The compound is CN(C(=O)C12C3C4C1C1C2C3C41C(O)C(C)(C)C)C(C)(C)C. The result is 0 (inactive). (5) The compound is O=C(O)CS[As]1SCCS1. The result is 0 (inactive).